From a dataset of Peptide-MHC class II binding affinity with 134,281 pairs from IEDB. Regression. Given a peptide amino acid sequence and an MHC pseudo amino acid sequence, predict their binding affinity value. This is MHC class II binding data. (1) The peptide sequence is SPLTASKLTYENVKM. The binding affinity (normalized) is 0.359. The MHC is DRB1_1101 with pseudo-sequence DRB1_1101. (2) The peptide sequence is SGNLVMFQMQDHQLI. The MHC is DRB1_0901 with pseudo-sequence DRB1_0901. The binding affinity (normalized) is 0.552. (3) The peptide sequence is TVYVGIVTMLSPMLHHHHHH. The MHC is DRB1_0301 with pseudo-sequence DRB1_0301. The binding affinity (normalized) is 0.560. (4) The peptide sequence is AFKVAATAANAAYAN. The MHC is HLA-DPA10201-DPB11401 with pseudo-sequence HLA-DPA10201-DPB11401. The binding affinity (normalized) is 0.803. (5) The peptide sequence is KKTLRLPKMLETEIV. The MHC is DRB1_0301 with pseudo-sequence DRB1_0301. The binding affinity (normalized) is 0. (6) The peptide sequence is GYKDWILWISFAISC. The MHC is DRB1_0301 with pseudo-sequence DRB1_0301. The binding affinity (normalized) is 0.0681.